This data is from Forward reaction prediction with 1.9M reactions from USPTO patents (1976-2016). The task is: Predict the product of the given reaction. (1) Given the reactants Br[C:2]1[CH:9]=[CH:8][C:5]([CH:6]=[O:7])=[CH:4][N:3]=1.[CH:10]#[C:11][CH2:12][CH2:13][CH2:14][CH2:15][CH2:16][CH2:17][CH2:18][CH2:19][CH2:20][CH3:21].C1(P(C2C=CC=CC=2)C2C=CC=CC=2)C=CC=CC=1.C(N(CC)CC)C, predict the reaction product. The product is: [C:10]([C:2]1[CH:9]=[CH:8][C:5]([CH:6]=[O:7])=[CH:4][N:3]=1)#[C:11][CH2:12][CH2:13][CH2:14][CH2:15][CH2:16][CH2:17][CH2:18][CH2:19][CH2:20][CH3:21]. (2) Given the reactants [F:1][C:2]1[C:31]([O:32][CH3:33])=[CH:30][C:29]([O:34][CH3:35])=[C:28]([F:36])[C:3]=1[CH2:4][O:5][C:6]1[CH:7]=[N:8][C:9]([NH:12][C:13]2[CH:14]=[N:15][N:16]([CH2:18][CH2:19][CH2:20][O:21]C3CCCCO3)[CH:17]=2)=[N:10][CH:11]=1.O1CCCC1.O, predict the reaction product. The product is: [F:36][C:28]1[C:29]([O:34][CH3:35])=[CH:30][C:31]([O:32][CH3:33])=[C:2]([F:1])[C:3]=1[CH2:4][O:5][C:6]1[CH:11]=[N:10][C:9]([NH:12][C:13]2[CH:14]=[N:15][N:16]([CH2:18][CH2:19][CH2:20][OH:21])[CH:17]=2)=[N:8][CH:7]=1. (3) Given the reactants C(N(CC)CC)C.Cl.[CH2:9]1[C:12]2([CH2:16][C:15]([C@H:17]3[CH2:22][CH2:21][C@H:20]([C:23]([O:25][CH3:26])=[O:24])[CH2:19][CH2:18]3)=[N:14][O:13]2)[CH2:11][NH:10]1.[CH2:27]([O:29][C:30]1[CH:35]=[C:34]([CH:36]=O)[CH:33]=[C:32]([O:38][CH2:39][CH3:40])[C:31]=1[C:41]1[CH:46]=[CH:45][C:44]([F:47])=[CH:43][CH:42]=1)[CH3:28].C(O[BH-](OC(=O)C)OC(=O)C)(=O)C.[Na+], predict the reaction product. The product is: [CH2:27]([O:29][C:30]1[CH:35]=[C:34]([CH2:36][N:10]2[CH2:11][C:12]3([CH2:16][C:15]([C@H:17]4[CH2:18][CH2:19][C@H:20]([C:23]([O:25][CH3:26])=[O:24])[CH2:21][CH2:22]4)=[N:14][O:13]3)[CH2:9]2)[CH:33]=[C:32]([O:38][CH2:39][CH3:40])[C:31]=1[C:41]1[CH:42]=[CH:43][C:44]([F:47])=[CH:45][CH:46]=1)[CH3:28]. (4) The product is: [F:13][CH:14]1[CH2:17][N:16]([C:2]2[N:7]=[CH:6][N:5]=[C:4]3[N:8]([CH3:12])[N:9]=[C:10]([I:11])[C:3]=23)[CH2:15]1. Given the reactants Cl[C:2]1[N:7]=[CH:6][N:5]=[C:4]2[N:8]([CH3:12])[N:9]=[C:10]([I:11])[C:3]=12.[F:13][CH:14]1[CH2:17][NH:16][CH2:15]1.C(=O)(O)[O-].[Na+], predict the reaction product.